Dataset: Catalyst prediction with 721,799 reactions and 888 catalyst types from USPTO. Task: Predict which catalyst facilitates the given reaction. (1) Reactant: [CH:1]1([S:4]([NH:7][C:8]([C@@:10]2([NH:15][C:16]([C@@H:18]3[CH2:22][C@@H:21]([O:23][C:24]4[C:25]5[O:42][C:41]6[CH:43]=[CH:44][CH:45]=[CH:46][C:40]=6[C:26]=5[N:27]=[C:28]([C:30]5[CH:35]=[CH:34][C:33]([O:36][CH:37]([CH3:39])[CH3:38])=[CH:32][CH:31]=5)[N:29]=4)[CH2:20][N:19]3[C:47](=[O:57])[C@@H:48]([NH:53][C:54]([NH2:56])=[S:55])[C:49]([CH3:52])([CH3:51])[CH3:50])=[O:17])[CH2:12][C@H:11]2[CH:13]=[CH2:14])=[O:9])(=[O:6])=[O:5])[CH2:3][CH2:2]1.C(=O)(O)[O-].[Na+].Br[CH2:64][C:65](=O)[CH3:66]. Product: [CH:1]1([S:4]([NH:7][C:8]([C@@:10]2([NH:15][C:16]([C@@H:18]3[CH2:22][C@@H:21]([O:23][C:24]4[C:25]5[O:42][C:41]6[CH:43]=[CH:44][CH:45]=[CH:46][C:40]=6[C:26]=5[N:27]=[C:28]([C:30]5[CH:31]=[CH:32][C:33]([O:36][CH:37]([CH3:38])[CH3:39])=[CH:34][CH:35]=5)[N:29]=4)[CH2:20][N:19]3[C:47](=[O:57])[C@@H:48]([NH:53][C:54]3[S:55][CH:64]=[C:65]([CH3:66])[N:56]=3)[C:49]([CH3:51])([CH3:50])[CH3:52])=[O:17])[CH2:12][C@H:11]2[CH:13]=[CH2:14])=[O:9])(=[O:6])=[O:5])[CH2:3][CH2:2]1. The catalyst class is: 12. (2) Reactant: Cl[C:2]1[CH:3]=[CH:4][C:5]([N+:9]([O-:11])=[O:10])=[C:6]([NH2:8])[CH:7]=1.[N:12]1([CH2:18][CH2:19][NH2:20])[CH2:17][CH2:16][O:15][CH2:14][CH2:13]1.C([O-])([O-])=O.[K+].[K+].O. Product: [N:12]1([CH2:18][CH2:19][NH:20][C:2]2[CH:3]=[CH:4][C:5]([N+:9]([O-:11])=[O:10])=[C:6]([NH2:8])[CH:7]=2)[CH2:17][CH2:16][O:15][CH2:14][CH2:13]1. The catalyst class is: 3. (3) Reactant: [CH2:1]([O:3][C:4]1([C:7]2[CH:12]=[CH:11][C:10]([C:13]#[CH:14])=[CH:9][C:8]=2[CH:15]([CH3:17])[CH3:16])[CH2:6][CH2:5]1)[CH3:2].[CH2:18]([O:20][C:21](=[O:29])[C:22]1[CH:27]=[CH:26][C:25](I)=[CH:24][CH:23]=1)[CH3:19]. Product: [CH2:1]([O:3][C:4]1([C:7]2[CH:12]=[CH:11][C:10]([C:13]#[C:14][C:25]3[CH:26]=[CH:27][C:22]([C:21]([O:20][CH2:18][CH3:19])=[O:29])=[CH:23][CH:24]=3)=[CH:9][C:8]=2[CH:15]([CH3:16])[CH3:17])[CH2:6][CH2:5]1)[CH3:2]. The catalyst class is: 337. (4) Reactant: Cl[C:2]1[CH:7]=[C:6]([C:8]([F:11])([F:10])[F:9])[N:5]=[C:4]([O:12][CH:13]2[CH2:17][CH2:16][CH2:15][CH2:14]2)[N:3]=1.CC1(C)C(C)(C)OB([CH2:26][C:27]2[CH:32]=[CH:31][C:30]([CH2:33][C:34]([O:36][CH3:37])=[O:35])=[CH:29][CH:28]=2)O1.C([O-])([O-])=O.[Na+].[Na+].O1CCOCC1. Product: [CH:13]1([O:12][C:4]2[N:3]=[C:2]([CH2:26][C:27]3[CH:28]=[CH:29][C:30]([CH2:33][C:34]([O:36][CH3:37])=[O:35])=[CH:31][CH:32]=3)[CH:7]=[C:6]([C:8]([F:11])([F:10])[F:9])[N:5]=2)[CH2:17][CH2:16][CH2:15][CH2:14]1. The catalyst class is: 263.